This data is from Full USPTO retrosynthesis dataset with 1.9M reactions from patents (1976-2016). The task is: Predict the reactants needed to synthesize the given product. Given the product [Cl:1][C:2]1[N:7]=[CH:6][C:5]([NH:8][C:28]([CH2:27][O:26][C:23](=[O:25])[CH3:24])=[O:29])=[C:4]([NH:9][C@H:10]([CH3:15])[C:11]([F:14])([F:12])[F:13])[CH:3]=1, predict the reactants needed to synthesize it. The reactants are: [Cl:1][C:2]1[N:7]=[CH:6][C:5]([NH2:8])=[C:4]([NH:9][C@H:10]([CH3:15])[C:11]([F:14])([F:13])[F:12])[CH:3]=1.C(N(CC)CC)C.[C:23]([O:26][CH2:27][C:28](Cl)=[O:29])(=[O:25])[CH3:24].